Dataset: Full USPTO retrosynthesis dataset with 1.9M reactions from patents (1976-2016). Task: Predict the reactants needed to synthesize the given product. Given the product [NH2:1][C:2]1[C:7]([C:8]#[N:9])=[C:6]([C:10]2[CH:11]=[CH:12][C:13]([NH:16][C:17](=[O:19])[CH3:18])=[CH:14][CH:15]=2)[C:5]([C:20]#[N:21])=[C:4]([S:22][CH2:30][C:25]2[CH:26]=[CH:27][CH:28]=[CH:29][N:24]=2)[N:3]=1, predict the reactants needed to synthesize it. The reactants are: [NH2:1][C:2]1[C:7]([C:8]#[N:9])=[C:6]([C:10]2[CH:15]=[CH:14][C:13]([NH:16][C:17](=[O:19])[CH3:18])=[CH:12][CH:11]=2)[C:5]([C:20]#[N:21])=[C:4]([SH:22])[N:3]=1.Cl.[N:24]1[CH:29]=[CH:28][CH:27]=[CH:26][C:25]=1[CH2:30]Cl.C(=O)([O-])O.[Na+].O.